Dataset: Retrosynthesis with 50K atom-mapped reactions and 10 reaction types from USPTO. Task: Predict the reactants needed to synthesize the given product. (1) Given the product COc1cnccc1N1CCN(CCCc2c[nH]c3ccc([N+](=O)[O-])cc23)CC1, predict the reactants needed to synthesize it. The reactants are: COc1cnccc1N1CCNCC1.O=[N+]([O-])c1ccc2[nH]cc(CCCI)c2c1. (2) The reactants are: CC(C)(C)OC(=O)OC(=O)OC(C)(C)C.O=c1[nH][nH]c2ccc([N+](=O)[O-])cc12. Given the product CC(C)(C)OC(=O)n1[nH]c(=O)c2cc([N+](=O)[O-])ccc21, predict the reactants needed to synthesize it. (3) The reactants are: BrCc1ccccc1.Cc1cc2cc(C#N)nc(N3CCc4ccccc4C3)c2[nH]1. Given the product Cc1cc2cc(C#N)nc(N3CCc4ccccc4C3)c2n1Cc1ccccc1, predict the reactants needed to synthesize it. (4) Given the product COCCCOc1cc(C(=O)OC)ccc1C#C[Si](C)(C)C, predict the reactants needed to synthesize it. The reactants are: C#C[Si](C)(C)C.COCCCOc1cc(C(=O)OC)ccc1Br. (5) Given the product O=C(Oc1ccc(S(=O)(=O)Nc2ccccc2)cc1)c1ccc(CCBr)cc1, predict the reactants needed to synthesize it. The reactants are: O=C(Cl)c1ccc(CCBr)cc1.O=S(=O)(Nc1ccccc1)c1ccc(O)cc1. (6) Given the product CCOC(=O)c1cnc(Cl)cc1NCCc1cccc(F)c1, predict the reactants needed to synthesize it. The reactants are: CCOC(=O)c1cnc(Cl)cc1Cl.NCCc1cccc(F)c1. (7) Given the product C=CCN1CCCC(O)(c2cccc3[nH]ccc23)C1, predict the reactants needed to synthesize it. The reactants are: C=CCBr.OC1(c2cccc3[nH]ccc23)CCCNC1. (8) Given the product Cc1c(C)c(N2CCNCC2)c(C)c2c1OC(C)(C)C2N1CCCCC1, predict the reactants needed to synthesize it. The reactants are: Cc1c(C)c(N2CCN(C(=O)OC(C)(C)C)CC2)c(C)c2c1OC(C)(C)C2N1CCCCC1.